The task is: Predict the product of the given reaction.. This data is from Forward reaction prediction with 1.9M reactions from USPTO patents (1976-2016). (1) Given the reactants [CH:1]1[N:2]=[CH:3][N:4]2[C:9]=1[CH2:8][CH2:7][NH:6][C:5]2=[O:10].[Br:11][CH2:12][CH3:13].C(#N)C, predict the reaction product. The product is: [Br-:11].[CH2:12]([N+:2]1[CH:1]=[C:9]2[N:4]([C:5](=[O:10])[NH:6][CH2:7][CH2:8]2)[CH:3]=1)[CH3:13]. (2) The product is: [F:1][CH:2]([F:13])[C:3]1[N:4]=[C:5]([CH2:8][OH:9])[S:6][CH:7]=1. Given the reactants [F:1][CH:2]([F:13])[C:3]1[N:4]=[C:5]([C:8](OCC)=[O:9])[S:6][CH:7]=1.[BH4-].[Na+], predict the reaction product.